The task is: Predict the product of the given reaction.. This data is from Forward reaction prediction with 1.9M reactions from USPTO patents (1976-2016). (1) The product is: [CH:1]1([CH2:4][CH2:5][N:6]2[C:11](=[O:12])[C:10]([C:37]([NH:36][CH2:39][C:40]([OH:42])=[O:41])=[O:38])=[C:9]([OH:13])[N:8]([C:14]3[CH:19]=[CH:18][CH:17]=[C:16]([C:20]4[N:24]=[C:23]([CH3:25])[O:22][N:21]=4)[CH:15]=3)[C:7]2=[O:26])[CH2:3][CH2:2]1. Given the reactants [CH:1]1([CH2:4][CH2:5][N:6]2[C:11](=[O:12])[CH2:10][C:9](=[O:13])[N:8]([C:14]3[CH:19]=[CH:18][CH:17]=[C:16]([C:20]4[N:24]=[C:23]([CH3:25])[O:22][N:21]=4)[CH:15]=3)[C:7]2=[O:26])[CH2:3][CH2:2]1.C(N(C(C)C)CC)(C)C.[N:36]([CH2:39][C:40]([O:42]CC)=[O:41])=[C:37]=[O:38], predict the reaction product. (2) Given the reactants [Br:1][C:2]1[CH:7]=[C:6](F)[C:5]([N+:9]([O-])=O)=[CH:4][C:3]=1[F:12].[F:13][CH:14]([F:24])[O:15][C:16]1[CH:23]=[CH:22][CH:21]=[CH:20][C:17]=1[CH2:18][NH2:19].N1C2C=CC=CC=2NC=1.[CH3:34][O:35][CH2:36][C:37](O)=O, predict the reaction product. The product is: [Br:1][C:2]1[C:3]([F:12])=[CH:4][C:5]2[N:9]=[C:37]([CH2:36][O:35][CH3:34])[N:19]([CH2:18][C:17]3[CH:20]=[CH:21][CH:22]=[CH:23][C:16]=3[O:15][CH:14]([F:24])[F:13])[C:6]=2[CH:7]=1. (3) Given the reactants [CH2:1]1[C:10]2[C:5](=[CH:6][CH:7]=[CH:8][CH:9]=2)[CH2:4][C@H:3]([C:11]([OH:13])=[O:12])[NH:2]1.[OH-].[Na+].C(Cl)Cl.O.[N+:20]([C:23]1[CH:28]=[CH:27][C:26]([S:29](Cl)(=[O:31])=[O:30])=[CH:25][CH:24]=1)([O-:22])=[O:21], predict the reaction product. The product is: [N+:20]([C:23]1[CH:24]=[CH:25][C:26]([S:29]([N:2]2[C@@H:3]([C:11]([OH:13])=[O:12])[CH2:4][C:5]3[C:10](=[CH:9][CH:8]=[CH:7][CH:6]=3)[CH2:1]2)(=[O:31])=[O:30])=[CH:27][CH:28]=1)([O-:22])=[O:21].